This data is from Retrosynthesis with 50K atom-mapped reactions and 10 reaction types from USPTO. The task is: Predict the reactants needed to synthesize the given product. (1) Given the product CC(C)c1nn(-c2ncc(C3CCNCC3)[nH]2)c2c(F)cccc12, predict the reactants needed to synthesize it. The reactants are: CC(C)c1nn(-c2ncc(C3CCN(C(=O)OCc4ccccc4)CC3)[nH]2)c2c(F)cccc12. (2) Given the product Cn1ncc(Br)c1NC(=O)N1CCN(c2nc(-c3ccccc3)ns2)CC1, predict the reactants needed to synthesize it. The reactants are: Cn1ncc(Br)c1NC(=O)OCC(Cl)(Cl)Cl.c1ccc(-c2nsc(N3CCNCC3)n2)cc1.